Dataset: Reaction yield outcomes from USPTO patents with 853,638 reactions. Task: Predict the reaction yield, written as a fraction of the theoretical maximum amount of product (1.0 means a 100% yield; for example, 0.34 means a 34% yield). (1) The reactants are [CH2:1]([O:3][C:4](=[O:27])[CH:5]=[C:6]([CH2:25][CH3:26])[CH2:7][CH2:8][C:9]1[CH:14]=[CH:13][C:12]([O:15][Si:16]([C:19]([CH3:22])([CH3:21])[CH3:20])([CH3:18])[CH3:17])=[C:11]([O:23][CH3:24])[CH:10]=1)[CH3:2]. The catalyst is [Pd].CO. The product is [CH2:1]([O:3][C:4](=[O:27])[CH2:5][CH:6]([CH2:25][CH3:26])[CH2:7][CH2:8][C:9]1[CH:14]=[CH:13][C:12]([O:15][Si:16]([C:19]([CH3:21])([CH3:22])[CH3:20])([CH3:18])[CH3:17])=[C:11]([O:23][CH3:24])[CH:10]=1)[CH3:2]. The yield is 0.810. (2) The reactants are [OH-].[K+].[N+:3]([C:6]1[CH:11]=[CH:10][CH:9]=[CH:8][C:7]=1[S:12]([NH:15][C:16]1[CH:21]=[CH:20][CH:19]=[CH:18][CH:17]=1)(=[O:14])=[O:13])([O-:5])=[O:4].Br[CH2:23][CH2:24][CH:25]=[CH2:26]. The catalyst is CN(C=O)C.CCOC(C)=O. The product is [CH2:26]([N:15]([C:16]1[CH:17]=[CH:18][CH:19]=[CH:20][CH:21]=1)[S:12]([C:7]1[CH:8]=[CH:9][CH:10]=[CH:11][C:6]=1[N+:3]([O-:5])=[O:4])(=[O:14])=[O:13])[CH2:25][CH:24]=[CH2:23]. The yield is 0.635. (3) The reactants are [O:1]1[CH2:7][CH:2]1[C:3]([O:5][CH3:6])=[O:4].[C:8](=[O:10])=[O:9]. The catalyst is [Cl-].C([N+](C)(C)C)C1C=CC=CC=1.C(#N)C.[Zn+2].[Br-].[Br-]. The product is [CH3:6][O:5][C:3]([CH:2]1[CH2:7][O:1][C:8](=[O:9])[O:10]1)=[O:4]. The yield is 0.650. (4) The reactants are [N-:1]=[N+:2]=[N-:3].[Na+].[F:5][C:6]1[CH:7]=[C:8]([N:19]2[CH:23]=[C:22]([CH2:24]OS(C)(=O)=O)[N:21]=[N:20]2)[CH:9]=[C:10]([F:18])[C:11]=1[N:12]1[CH2:17][CH2:16][S:15][CH2:14][CH2:13]1. The catalyst is CN(C=O)C.C(OCC)(=O)C. The product is [F:5][C:6]1[CH:7]=[C:8]([N:19]2[CH:23]=[C:22]([CH2:24][N:1]=[N+:2]=[N-:3])[N:21]=[N:20]2)[CH:9]=[C:10]([F:18])[C:11]=1[N:12]1[CH2:17][CH2:16][S:15][CH2:14][CH2:13]1. The yield is 0.450. (5) The reactants are [CH:1]([NH:4][C:5]([C@H:7]1[CH2:12][CH2:11][C@@H:10]([NH:13][C:14]2[C:19]([N+:20]([O-])=O)=[CH:18][N:17]=[C:16]([S:23]([CH3:26])(=[O:25])=[O:24])[CH:15]=2)[CH2:9][CH2:8]1)=[O:6])([CH3:3])[CH3:2].[Sn](Cl)Cl.C(Cl)Cl. The catalyst is CO. The product is [NH2:20][C:19]1[C:14]([NH:13][C@@H:10]2[CH2:9][CH2:8][C@H:7]([C:5]([NH:4][CH:1]([CH3:3])[CH3:2])=[O:6])[CH2:12][CH2:11]2)=[CH:15][C:16]([S:23]([CH3:26])(=[O:24])=[O:25])=[N:17][CH:18]=1. The yield is 0.920. (6) The reactants are [NH2:1][C@@H:2]1[CH2:6][CH2:5][CH2:4][C@:3]1([OH:11])[C:7]([O:9][CH3:10])=[O:8].Cl.[CH3:13][C:14]1[CH:23]=[C:22]([CH2:24][O:25][C:26]2[CH:31]=[CH:30][C:29]([S:32](Cl)(=[O:34])=[O:33])=[CH:28][CH:27]=2)[C:21]2[C:16](=[CH:17][CH:18]=[CH:19][CH:20]=2)[N:15]=1. The catalyst is C(Cl)Cl.C(=O)(O)[O-].[Na+].C(OCC)(=O)C. The product is [OH:11][C@:3]1([C:7]([O:9][CH3:10])=[O:8])[CH2:4][CH2:5][CH2:6][C@H:2]1[NH:1][S:32]([C:29]1[CH:30]=[CH:31][C:26]([O:25][CH2:24][C:22]2[C:21]3[C:16](=[CH:17][CH:18]=[CH:19][CH:20]=3)[N:15]=[C:14]([CH3:13])[CH:23]=2)=[CH:27][CH:28]=1)(=[O:33])=[O:34]. The yield is 0.200. (7) The reactants are [NH2:1][C:2]1[C:11]([N+:12]([O-])=O)=[CH:10][C:9]([Br:15])=[CH:8][C:3]=1[C:4]([O:6][CH3:7])=[O:5].[Cl-].[NH4+]. The catalyst is C1COCC1.C(O)C.O.[Fe]. The product is [NH2:1][C:2]1[C:11]([NH2:12])=[CH:10][C:9]([Br:15])=[CH:8][C:3]=1[C:4]([O:6][CH3:7])=[O:5]. The yield is 0.990. (8) The reactants are ClC1C=CC=C(C(OO)=[O:9])C=1.[Cl:12][C:13]1[S:17][N:16]=[C:15]([CH3:18])[C:14]=1[CH2:19][S:20][C:21]1[CH2:25][C:24]([CH3:27])([CH3:26])[O:23][N:22]=1.[OH2:28]. The catalyst is C(Cl)(Cl)Cl. The product is [Cl:12][C:13]1[S:17][N:16]=[C:15]([CH3:18])[C:14]=1[CH2:19][S:20]([C:21]1[CH2:25][C:24]([CH3:27])([CH3:26])[O:23][N:22]=1)(=[O:9])=[O:28]. The yield is 0.470. (9) The reactants are [Cl:1][C:2]1[CH:3]=[C:4]2[C:8](=[C:9](I)[CH:10]=1)[C:7](=[O:12])[N:6]([CH2:13][C:14]1[CH:19]=[CH:18][C:17]([O:20][C:21]3[CH:26]=[CH:25][CH:24]=[CH:23][CH:22]=3)=[CH:16][CH:15]=1)[CH2:5]2.[C-:27]#[N:28].[Na+].CCCCCC.CCOC(C)=O. The catalyst is C(#N)C.C1C=CC([P]([Pd]([P](C2C=CC=CC=2)(C2C=CC=CC=2)C2C=CC=CC=2)([P](C2C=CC=CC=2)(C2C=CC=CC=2)C2C=CC=CC=2)[P](C2C=CC=CC=2)(C2C=CC=CC=2)C2C=CC=CC=2)(C2C=CC=CC=2)C2C=CC=CC=2)=CC=1.[Cu]I. The product is [Cl:1][C:2]1[CH:10]=[C:9]([C:27]#[N:28])[C:8]2[C:7](=[O:12])[N:6]([CH2:13][C:14]3[CH:15]=[CH:16][C:17]([O:20][C:21]4[CH:22]=[CH:23][CH:24]=[CH:25][CH:26]=4)=[CH:18][CH:19]=3)[CH2:5][C:4]=2[CH:3]=1. The yield is 0.580.